This data is from Forward reaction prediction with 1.9M reactions from USPTO patents (1976-2016). The task is: Predict the product of the given reaction. (1) The product is: [CH2:1]([O:3][C:4]([C:6]1[N:7]([CH2:23][C:24]2[C:33]3[C:28](=[CH:29][CH:30]=[C:31]([F:34])[CH:32]=3)[CH:27]=[CH:26][CH:25]=2)[C:8]2[C:13]([C:14]=1[CH2:15][C:16]([O:18][CH2:19][CH3:20])=[O:17])=[CH:12][C:11]([F:21])=[CH:10][CH:9]=2)=[O:5])[CH3:2]. Given the reactants [CH2:1]([O:3][C:4]([C:6]1[NH:7][C:8]2[C:13]([C:14]=1[CH2:15][C:16]([O:18][CH2:19][CH3:20])=[O:17])=[CH:12][C:11]([F:21])=[CH:10][CH:9]=2)=[O:5])[CH3:2].Br[CH2:23][C:24]1[C:33]2[C:28](=[CH:29][CH:30]=[C:31]([F:34])[CH:32]=2)[CH:27]=[CH:26][CH:25]=1, predict the reaction product. (2) Given the reactants [C:1]([O:5][NH:6][C:7]([C@:9]1([CH3:38])[C@H:14]([NH:15][S:16]([C:19]2[CH:24]=[CH:23][C:22]([O:25][CH2:26][C:27]3[C:36]4[C:31](=[CH:32][CH:33]=[CH:34][CH:35]=4)[N:30]=[C:29]([CH3:37])[CH:28]=3)=[CH:21][CH:20]=2)(=[O:18])=[O:17])[CH2:13][CH2:12][NH:11][CH2:10]1)=[O:8])([CH3:4])([CH3:3])[CH3:2].C(=O)(O)[O-].[Na+].[CH:44]([S:47](Cl)(=[O:49])=[O:48])([CH3:46])[CH3:45], predict the reaction product. The product is: [C:1]([O:5][NH:6][C:7]([C@:9]1([CH3:38])[C@H:14]([NH:15][S:16]([C:19]2[CH:20]=[CH:21][C:22]([O:25][CH2:26][C:27]3[C:36]4[C:31](=[CH:32][CH:33]=[CH:34][CH:35]=4)[N:30]=[C:29]([CH3:37])[CH:28]=3)=[CH:23][CH:24]=2)(=[O:18])=[O:17])[CH2:13][CH2:12][N:11]([S:47]([CH:44]([CH3:46])[CH3:45])(=[O:49])=[O:48])[CH2:10]1)=[O:8])([CH3:4])([CH3:3])[CH3:2]. (3) Given the reactants [C:1]([O:5][C:6]([CH3:9])([CH3:8])[CH3:7])(=[O:4])[CH:2]=[CH2:3].[Si]([CH:14]=[N+:15]=[N-:16])(C)(C)C.C(O)(C(F)(F)F)=O, predict the reaction product. The product is: [NH:16]1[CH:2]([C:1]([O:5][C:6]([CH3:9])([CH3:8])[CH3:7])=[O:4])[CH2:3][CH:14]=[N:15]1. (4) Given the reactants [CH3:1][O:2][C:3](=[O:9])[CH2:4][CH:5]([NH:7][CH3:8])[CH3:6].[C:10]([O:14][CH3:15])(=[O:13])[CH:11]=[CH2:12], predict the reaction product. The product is: [CH3:1][O:2][C:3](=[O:9])[CH2:4][CH:5]([N:7]([CH2:12][CH2:11][C:10]([O:14][CH3:15])=[O:13])[CH3:8])[CH3:6]. (5) Given the reactants [CH3:1][O:2][C:3]1[CH:4]=[C:5]2[C:10](=[CH:11][C:12]=1[O:13][CH3:14])[N:9]=[CH:8][N:7]=[C:6]2[O:15][C:16]1[CH:22]=[CH:21][C:19]([NH2:20])=[C:18]([N+:23]([O-:25])=[O:24])[CH:17]=1.C(N(CC)CC)C.ClC(Cl)(O[C:37](=[O:43])OC(Cl)(Cl)Cl)Cl.[N:45]1([CH2:51][CH2:52][NH2:53])[CH2:50][CH2:49][CH2:48][CH2:47][CH2:46]1, predict the reaction product. The product is: [CH3:1][O:2][C:3]1[CH:4]=[C:5]2[C:10](=[CH:11][C:12]=1[O:13][CH3:14])[N:9]=[CH:8][N:7]=[C:6]2[O:15][C:16]1[CH:22]=[CH:21][C:19]([NH:20][C:37]([NH:53][CH2:52][CH2:51][N:45]2[CH2:50][CH2:49][CH2:48][CH2:47][CH2:46]2)=[O:43])=[C:18]([N+:23]([O-:25])=[O:24])[CH:17]=1.